From a dataset of Forward reaction prediction with 1.9M reactions from USPTO patents (1976-2016). Predict the product of the given reaction. (1) Given the reactants [Cl:1][C:2]1[CH:7]=[CH:6][C:5]([S:8][C:9]2[C:10]([C:20]3[CH:25]=[CH:24][C:23]([CH:26]([OH:29])[CH2:27][CH3:28])=[CH:22][CH:21]=3)=[N:11][N:12]([C:14]3[CH:19]=[CH:18][CH:17]=[CH:16][CH:15]=3)[CH:13]=2)=[CH:4][CH:3]=1.CC(OI1(OC(C)=O)(OC(C)=O)OC(=O)C2C=CC=CC1=2)=O, predict the reaction product. The product is: [Cl:1][C:2]1[CH:7]=[CH:6][C:5]([S:8][C:9]2[C:10]([C:20]3[CH:21]=[CH:22][C:23]([C:26](=[O:29])[CH2:27][CH3:28])=[CH:24][CH:25]=3)=[N:11][N:12]([C:14]3[CH:19]=[CH:18][CH:17]=[CH:16][CH:15]=3)[CH:13]=2)=[CH:4][CH:3]=1. (2) Given the reactants [NH:1]1[C:5]2[CH:6]=[CH:7][CH:8]=[CH:9][C:4]=2[N:3]=[CH:2]1.[H-].[Na+].[I-].[K+].Br[CH2:15][CH2:16][O:17][Si:18]([C:21]([CH3:24])([CH3:23])[CH3:22])([CH3:20])[CH3:19], predict the reaction product. The product is: [Si:18]([O:17][CH2:16][CH2:15][N:1]1[C:5]2[CH:6]=[CH:7][CH:8]=[CH:9][C:4]=2[N:3]=[CH:2]1)([C:21]([CH3:24])([CH3:23])[CH3:22])([CH3:20])[CH3:19]. (3) Given the reactants [CH:1]1([CH2:7][CH2:8][CH2:9][C@@H:10]([C:19]2[O:23][N:22]=[C:21]([CH2:24][S:25]([C:28]3[CH:33]=[CH:32][CH:31]=[CH:30][CH:29]=3)(=[O:27])=[O:26])[N:20]=2)[CH2:11][C:12]([O:14]C(C)(C)C)=[O:13])[CH2:6][CH2:5][CH2:4][CH2:3][CH2:2]1.FC(F)(F)C(O)=O, predict the reaction product. The product is: [CH:1]1([CH2:7][CH2:8][CH2:9][C@@H:10]([C:19]2[O:23][N:22]=[C:21]([CH2:24][S:25]([C:28]3[CH:33]=[CH:32][CH:31]=[CH:30][CH:29]=3)(=[O:26])=[O:27])[N:20]=2)[CH2:11][C:12]([OH:14])=[O:13])[CH2:6][CH2:5][CH2:4][CH2:3][CH2:2]1. (4) Given the reactants Cl[C:2]1[CH:16]=[CH:15][C:5]([C:6]([NH:8][C@H:9]([C:11]([CH3:14])([CH3:13])[CH3:12])[CH3:10])=[O:7])=[CH:4][N:3]=1.[CH:17]1([NH:20][C:21]([C:23]2[CH:24]=[C:25]([F:33])[C:26]([CH3:32])=[C:27](B(O)O)[CH:28]=2)=[O:22])[CH2:19][CH2:18]1.C(=O)([O-])O.[Na+], predict the reaction product. The product is: [CH:17]1([NH:20][C:21]([C:23]2[CH:24]=[C:25]([F:33])[C:26]([CH3:32])=[C:27]([C:2]3[N:3]=[CH:4][C:5]([C:6]([NH:8][C@@H:9]([CH3:10])[C:11]([CH3:14])([CH3:13])[CH3:12])=[O:7])=[CH:15][CH:16]=3)[CH:28]=2)=[O:22])[CH2:19][CH2:18]1. (5) Given the reactants [NH2:1][C:2]1[C:7]([C:8]2[CH:13]=[CH:12][C:11]([OH:14])=[CH:10][CH:9]=2)=[C:6]([CH2:15][CH3:16])[C:5]([C:17]2[CH:22]=[CH:21][C:20]([O:23]C)=[CH:19][C:18]=2[F:25])=[CH:4][N:3]=1.B(Br)(Br)Br, predict the reaction product. The product is: [NH2:1][C:2]1[N:3]=[CH:4][C:5]([C:17]2[CH:22]=[CH:21][C:20]([OH:23])=[CH:19][C:18]=2[F:25])=[C:6]([CH2:15][CH3:16])[C:7]=1[C:8]1[CH:9]=[CH:10][C:11]([OH:14])=[CH:12][CH:13]=1. (6) Given the reactants [N:1]([C:4]1[CH:22]=[C:21]([Br:23])[CH:20]=[CH:19][C:5]=1[C:6]([NH:8][C:9]1[CH:14]=[CH:13][C:12]([C:15]([F:18])([F:17])[F:16])=[CH:11][CH:10]=1)=O)=[N+]=[N-].O=S(Cl)[Cl:26], predict the reaction product. The product is: [Br:23][C:21]1[CH:20]=[CH:19][C:5]2[C:4]([CH:22]=1)=[N:1][N:8]([C:9]1[CH:14]=[CH:13][C:12]([C:15]([F:18])([F:17])[F:16])=[CH:11][CH:10]=1)[C:6]=2[Cl:26]. (7) The product is: [CH2:1]([O:3][C:4](=[O:25])[CH2:5][C:6]1[CH:11]=[CH:10][CH:9]=[C:8]([O:12][C:13]2[CH:18]=[CH:17][C:16]([C:19]([F:20])([F:21])[F:22])=[CH:15][C:14]=2[CH2:23][NH:24][C:37](=[O:38])[C:36]2[CH:40]=[CH:41][C:33]([Cl:32])=[CH:34][CH:35]=2)[CH:7]=1)[CH3:2]. Given the reactants [CH2:1]([O:3][C:4](=[O:25])[CH2:5][C:6]1[CH:11]=[CH:10][CH:9]=[C:8]([O:12][C:13]2[CH:18]=[CH:17][C:16]([C:19]([F:22])([F:21])[F:20])=[CH:15][C:14]=2[CH2:23][NH2:24])[CH:7]=1)[CH3:2].N1C=CC=CC=1.[Cl:32][C:33]1[CH:41]=[CH:40][C:36]([C:37](Cl)=[O:38])=[CH:35][CH:34]=1, predict the reaction product.